Dataset: Forward reaction prediction with 1.9M reactions from USPTO patents (1976-2016). Task: Predict the product of the given reaction. (1) Given the reactants [Cl:1][C:2]1[CH:3]=[C:4]2[C:8](=[C:9]([NH:11][CH:12]3[CH2:16][CH2:15][CH2:14][CH2:13]3)[CH:10]=1)[NH:7][C:6]([C:17]1[S:18][CH2:19][C@@H:20]([CH2:22][CH2:23]O)[N:21]=1)=[CH:5]2.II.N1C=CN=C1.[NH:32]1[CH:36]=[CH:35][CH:34]=[N:33]1.[H-].[Na+], predict the reaction product. The product is: [Cl:1][C:2]1[CH:3]=[C:4]2[C:8](=[C:9]([NH:11][CH:12]3[CH2:16][CH2:15][CH2:14][CH2:13]3)[CH:10]=1)[NH:7][C:6]([C:17]1[S:18][CH2:19][C@@H:20]([CH2:22][CH2:23][N:32]3[CH:36]=[CH:35][CH:34]=[N:33]3)[N:21]=1)=[CH:5]2. (2) Given the reactants [CH2:1]([NH:3][C:4]1[S:5][CH:6]=[C:7]([CH2:9][CH2:10][OH:11])[N:8]=1)[CH3:2].N(C(OCC)=O)=NC(OCC)=O.O[C:25]1[CH:26]=[CH:27][C:28]2[CH2:34][CH:33]([CH2:35][C:36]([O:38][CH2:39][CH3:40])=[O:37])[C:32]3[CH:41]=[CH:42][CH:43]=[CH:44][C:31]=3[CH2:30][C:29]=2[CH:45]=1.C1(P(C2C=CC=CC=2)C2C=CC=CC=2)C=CC=CC=1, predict the reaction product. The product is: [CH2:1]([NH:3][C:4]1[S:5][CH:6]=[C:7]([CH2:9][CH2:10][O:11][C:25]2[CH:26]=[CH:27][C:28]3[CH2:34][CH:33]([CH2:35][C:36]([O:38][CH2:39][CH3:40])=[O:37])[C:32]4[CH:41]=[CH:42][CH:43]=[CH:44][C:31]=4[CH2:30][C:29]=3[CH:45]=2)[N:8]=1)[CH3:2]. (3) Given the reactants [CH3:1][N:2]1[CH2:14][CH2:13][C:5]2[NH:6][C:7]3[CH:8]=[CH:9][CH:10]=[CH:11][C:12]=3[C:4]=2[CH2:3]1.[H-].[Na+].[O:17]1[CH2:19][CH:18]1[C:20]1[CH:25]=[CH:24][N:23]=[CH:22][CH:21]=1.[CH3:26]N(C=O)C, predict the reaction product. The product is: [CH3:1][N:2]1[CH2:14][CH2:13][C:5]2[N:6]([CH2:19][C:18]([C:20]3[CH:25]=[CH:24][N:23]=[CH:22][CH:21]=3)([OH:17])[CH3:26])[C:7]3[CH:8]=[CH:9][CH:10]=[CH:11][C:12]=3[C:4]=2[CH2:3]1. (4) The product is: [C:1]([O:6][CH:7]([O:9][CH2:10][C:11]1[CH:12]=[CH:13][CH:14]=[CH:15][CH:16]=1)[CH3:8])(=[O:5])[C:2]([CH3:4])=[CH2:3].[C:17]([O:21][CH2:22][CH:23]1[O:25][CH2:24]1)(=[O:20])[CH:18]=[CH2:19].[C:26]([O:31][CH2:32][CH2:33][OH:34])(=[O:30])[C:27]([CH3:29])=[CH2:28].[CH3:24][O:25][CH2:23][CH2:22][O:21][CH2:17][CH2:18][O:47][CH2:45][CH3:44]. Given the reactants [C:1]([O:6][CH:7]([O:9][CH2:10][C:11]1[CH:16]=[CH:15][CH:14]=[CH:13][CH:12]=1)[CH3:8])(=[O:5])[C:2]([CH3:4])=[CH2:3].[C:17]([O:21][CH2:22][CH:23]1[O:25][CH2:24]1)(=[O:20])[CH:18]=[CH2:19].[C:26]([O:31][CH2:32][CH2:33][OH:34])(=[O:30])[C:27]([CH3:29])=[CH2:28].N([C:44](C)(CC)[C:45]([O-:47])=O)=NC(C)(CC)C([O-])=O, predict the reaction product.